Dataset: Forward reaction prediction with 1.9M reactions from USPTO patents (1976-2016). Task: Predict the product of the given reaction. (1) Given the reactants [CH2:1]([O:3][C:4](=[O:13])[CH2:5][C:6](=[O:12])[N:7]1[CH2:11][CH2:10][CH2:9][NH:8]1)[CH3:2].[CH3:14][S:15][C:16]1[N:21]=[C:20]([C:22](O)=[O:23])[CH:19]=[CH:18][N:17]=1.ON1C2C=CC=CC=2N=N1.Cl.CN(C)CCCN=C=NCC.C([O-])(O)=O.[Na+], predict the reaction product. The product is: [CH2:1]([O:3][C:4](=[O:13])[CH2:5][C:6]([N:7]1[CH2:11][CH2:10][CH2:9][N:8]1[C:22]([C:20]1[CH:19]=[CH:18][N:17]=[C:16]([S:15][CH3:14])[N:21]=1)=[O:23])=[O:12])[CH3:2]. (2) The product is: [CH2:15]([N:16]([CH2:17][CH3:18])[CH2:19][CH2:20][N:21]([C:22]([C:24]1[C:25]([CH3:42])=[C:26](/[CH:30]=[C:31]2\[C:39](=[O:40])[NH:38][C:37]3[C:32]\2=[CH:33][C:34]([F:41])=[CH:35][CH:36]=3)[NH:27][C:28]=1[CH3:29])=[O:23])[C:7](=[O:8])[O:1][CH2:2][CH:3]([OH:4])[CH2:5][OH:6])[CH3:14]. Given the reactants [OH:1][CH2:2][CH:3]([CH2:5][OH:6])[OH:4].[C:7](O)(C(F)(F)F)=[O:8].[CH3:14][CH2:15][N:16]([CH2:19][CH2:20][NH:21][C:22]([C:24]1[C:25]([CH3:42])=[C:26](/[CH:30]=[C:31]2/[C:32]3[CH:33]=[C:34]([F:41])[CH:35]=[CH:36][C:37]=3[NH:38][C:39]/2=[O:40])[NH:27][C:28]=1[CH3:29])=[O:23])[CH2:17][CH3:18], predict the reaction product. (3) Given the reactants N1C=CC=CC=1.C1COCC1.[OH:12][CH2:13][C:14](=[O:16])[CH3:15].[C:17](Cl)(=[O:24])[C:18]1[CH:23]=[CH:22][CH:21]=[CH:20][CH:19]=1, predict the reaction product. The product is: [C:17]([O:12][CH2:13][C:14](=[O:16])[CH3:15])(=[O:24])[C:18]1[CH:23]=[CH:22][CH:21]=[CH:20][CH:19]=1. (4) Given the reactants [F:1][C:2]1[CH:7]=[CH:6][C:5]([N:8]2[CH2:13][CH2:12][N:11]([S:14]([C:17]3[CH:22]=[CH:21][CH:20]=[C:19]([CH:23]4[CH2:28][CH2:27][NH:26][CH2:25][CH2:24]4)[CH:18]=3)(=[O:16])=[O:15])[C@H:10]([CH3:29])[CH2:9]2)=[C:4]([C:30]([F:33])([F:32])[F:31])[CH:3]=1.[CH3:34][C:35]([CH3:37])=O.Cl, predict the reaction product. The product is: [F:1][C:2]1[CH:7]=[CH:6][C:5]([N:8]2[CH2:13][CH2:12][N:11]([S:14]([C:17]3[CH:22]=[CH:21][CH:20]=[C:19]([CH:23]4[CH2:28][CH2:27][N:26]([CH:35]([CH3:37])[CH3:34])[CH2:25][CH2:24]4)[CH:18]=3)(=[O:16])=[O:15])[C@H:10]([CH3:29])[CH2:9]2)=[C:4]([C:30]([F:33])([F:31])[F:32])[CH:3]=1.